Dataset: Experimentally validated miRNA-target interactions with 360,000+ pairs, plus equal number of negative samples. Task: Binary Classification. Given a miRNA mature sequence and a target amino acid sequence, predict their likelihood of interaction. (1) The miRNA is hsa-miR-634 with sequence AACCAGCACCCCAACUUUGGAC. The protein sequence of the target gene is METGFPAIMYPGSFIGGWGEEYLSWEGPGLPDFVFQQQPVESEAMHCSNPKSGVVLATVARGPDACQILTRAPLGQDPPQRTVLGLLTANGQYRRTCGQGITRIRCYSGSENAFPPAGKKALPDCGVQEPPKQGFDIYMDELEQGDRDSCSVREGMAFEDVYEVDTGTLKSDLHFLLDFNTVSPMLVDSSLLSQSEDISSLGTDVINVTEYAEEIYQYLREAEIRHRPKAHYMKKQPDITEGMRTILVDWLVEVGEEYKLRAETLYLAVNFLDRFLSCMSVLRGKLQLVGTAAMLLASKY.... Result: 0 (no interaction). (2) The miRNA is hsa-miR-4793-5p with sequence ACAUCCUGCUCCACAGGGCAGAGG. The protein sequence of the target gene is MLLGGPPRSPRSGTSPKGPWSSTGHVQFGKSPQTWPRRTRPRSPEPAAPSGVRGSTWTRRRDSPRRAGPTALSRYVGHLWMGRRPPSPEARGPVPRSSAASRARRSLASPGISPGPLTATIGGAVAGGGPRQGRAEAHKEVFPGQRVGKMAAPMELFCWSGGWGLPSVDLDSLAVLTYARFTGAPLKVHKISNPWQSPSGTLPALRTSHGEVISVPHKIITHLRKEKYNADYDLSARQGADTLAFMSLLEEKLLPVLVHTFWIDTKNYVEVTRKWYAEAMPFPLNFFLPGRMQRQYMERL.... Result: 0 (no interaction). (3) The miRNA is mmu-miR-3100-3p with sequence CUGUGACACACCCGCUCCCAG. The protein sequence of the target gene is MDSYFKAAVSDLDKLLDDFEQNPDEQDYLQDVQNAYDSNHCSVSSELASSQRTSLLPKDQECVNSCASSETSYGTNESSLNEKTLKGLTSIQNEKNVTGLDLLSSVDGGTSDEIQPLYMGRCSKPICDLISDMGNLVHATNSEEDIKKLLPDDFKSNADSLIGLDLSSVSDTPCVSSTDHDSDTVREQQNDISSELQNREIGGIKELGIKVDTTLSDSYNYSGTENLKDKKIFNQLESIVDFNMSSALTRQSSKMFHAKDKLQHKSQPCGLLKDVGLVKEEVDVAVITAAECLKEEGKTS.... Result: 0 (no interaction). (4) The miRNA is hsa-miR-523-5p with sequence CUCUAGAGGGAAGCGCUUUCUG. The protein sequence of the target gene is MAAAAATKILLCLPLLLLLSGWSRAGRADPHSLCYDITVIPKFRPGPRWCAVQGQVDEKTFLHYDCGNKTVTPVSPLGKKLNVTTAWKAQNPVLREVVDILTEQLRDIQLENYTPKEPLTLQARMSCEQKAEGHSSGSWQFSFDGQIFLLFDSEKRMWTTVHPGARKMKEKWENDKVVAMSFHYFSMGDCIGWLEDFLMGMDSTLEPSAGAPLAMSSGTTQLRATATTLILCCLLIILPCFILPGI. Result: 0 (no interaction). (5) The miRNA is mmu-miR-325-3p with sequence UUUAUUGAGCACCUCCUAUCAA. The protein sequence of the target gene is MEDGVAGPRLGEVAEAVEARAPRRVTLRPFAPFSAAAEGDGGGGGDWSFIDCEMEEVDLQDLPSATIACHLDPRVFVDGLCRAKFESLFRTYDKDTTFQYFKSFKRVRINFSNPLSAADARLRLHKTEFLGKEMKLYFAQTLHIGSSHLAPPNPDKQFLISPPASPPVGWKQVEDATPVINYDLLYAISKLGPGEKYELHAATDTTPSVVVHVCESDQENEEEEEEMERMKRPKPKIIQTRRPEYTPIHLS. Result: 0 (no interaction). (6) The miRNA is hsa-miR-146a-3p with sequence CCUCUGAAAUUCAGUUCUUCAG. The protein sequence of the target gene is MSIETLLEAARFLEWQAQQQQRAREEQERLRLEQEREQEQKKANSLARLAHTLPVEEPRMEAPPLPLSPPAPPPAPPPPLATPAPLTVIPIPVVTNSPQPLPPPPPLPAAAQPLPLAPRQPALVGAPGLSIKEPAPLPSRPQVPTPAPLLPDSKATIPPNGSPKPLQPLPTPVLTIAPHPGVQPQLAPQQPPPPTLGTLKLAPAEEVKSSEQKKRPGGIGTREVHNKLEKNRRAHLKECFETLKRNIPNVDDKKTSNLSVLRTALRYIQSLKRKEKEYEHEMERLAREKIATQQRLAELK.... Result: 1 (interaction).